This data is from Full USPTO retrosynthesis dataset with 1.9M reactions from patents (1976-2016). The task is: Predict the reactants needed to synthesize the given product. (1) Given the product [CH3:1][O:2][C:3](=[O:35])[C@H:4]([CH2:17][C:18]1[CH:19]=[CH:20][C:21]([NH:24][C:25]([C:27]2[C:28]([Cl:34])=[CH:29][CH:30]=[CH:31][C:32]=2[Cl:33])=[O:26])=[CH:22][CH:23]=1)[NH:5][C:6]([C:8]1([CH2:13][CH2:14][CH2:15][CH3:16])[CH2:12][CH2:11][CH2:10][CH2:9]1)=[O:7], predict the reactants needed to synthesize it. The reactants are: [CH3:1][O:2][C:3](=[O:35])[C@H:4]([CH2:17][C:18]1[CH:23]=[CH:22][C:21]([NH:24][C:25]([C:27]2[C:32]([Cl:33])=[CH:31][CH:30]=[CH:29][C:28]=2[Cl:34])=[O:26])=[CH:20][CH:19]=1)[NH:5][C:6]([C:8]1([CH2:13][CH2:14][CH:15]=[CH2:16])[CH2:12][CH2:11][CH2:10][CH2:9]1)=[O:7]. (2) Given the product [Br:1][C:2]1[CH:3]=[CH:4][C:5]([CH2:8][S:20]([CH3:19])(=[O:22])=[O:21])=[N:6][CH:7]=1, predict the reactants needed to synthesize it. The reactants are: [Br:1][C:2]1[CH:3]=[CH:4][C:5]([CH2:8]O)=[N:6][CH:7]=1.C(N(C(C)C)CC)(C)C.[CH3:19][S:20](Cl)(=[O:22])=[O:21].CS([O-])=O.[Na+].C1OCCOCCOCCOCCOCCOC1.